Dataset: Forward reaction prediction with 1.9M reactions from USPTO patents (1976-2016). Task: Predict the product of the given reaction. The product is: [F:1][C:2]1[C:19]([NH:20][C:21]([C:23]([NH:31][NH2:32])=[O:24])=[O:22])=[C:18]([N+:27]([O-:29])=[O:28])[CH:17]=[CH:16][C:3]=1[O:4][C@@H:5]1[CH2:6][CH2:7][C@H:8]([C:11]([O:13][CH2:14][CH3:15])=[O:12])[CH2:9][CH2:10]1. Given the reactants [F:1][C:2]1[C:19]([NH:20][C:21]([C:23](OC)=[O:24])=[O:22])=[C:18]([N+:27]([O-:29])=[O:28])[CH:17]=[CH:16][C:3]=1[O:4][C@@H:5]1[CH2:10][CH2:9][C@H:8]([C:11]([O:13][CH2:14][CH3:15])=[O:12])[CH2:7][CH2:6]1.O.[NH2:31][NH2:32], predict the reaction product.